Task: Regression. Given a peptide amino acid sequence and an MHC pseudo amino acid sequence, predict their binding affinity value. This is MHC class I binding data.. Dataset: Peptide-MHC class I binding affinity with 185,985 pairs from IEDB/IMGT (1) The peptide sequence is QLQLLMPLK. The MHC is HLA-A03:01 with pseudo-sequence HLA-A03:01. The binding affinity (normalized) is 0.537. (2) The peptide sequence is QRNGRIDRY. The MHC is HLA-A26:01 with pseudo-sequence HLA-A26:01. The binding affinity (normalized) is 0.0847. (3) The peptide sequence is SDHLLSEML. The MHC is HLA-B18:01 with pseudo-sequence HLA-B18:01. The binding affinity (normalized) is 0. (4) The peptide sequence is LKLRDSHTQM. The MHC is HLA-B08:01 with pseudo-sequence HLA-B08:01. The binding affinity (normalized) is 0.460. (5) The peptide sequence is EWASARFSWL. The MHC is Patr-A0401 with pseudo-sequence Patr-A0401. The binding affinity (normalized) is 0.264. (6) The peptide sequence is LQRALFMHF. The MHC is HLA-B27:05 with pseudo-sequence HLA-B27:05. The binding affinity (normalized) is 0.185. (7) The binding affinity (normalized) is 0.213. The peptide sequence is HPKKVKQAF. The MHC is HLA-B14:02 with pseudo-sequence HLA-B14:02. (8) The peptide sequence is FLGRIWPS. The MHC is HLA-A02:06 with pseudo-sequence HLA-A02:06. The binding affinity (normalized) is 1.00. (9) The peptide sequence is KVCRTLLAK. The MHC is HLA-B08:01 with pseudo-sequence HLA-B08:01. The binding affinity (normalized) is 0.0847. (10) The peptide sequence is LWVTDNNRSF. The MHC is HLA-A02:02 with pseudo-sequence HLA-A02:02. The binding affinity (normalized) is 0.